Dataset: Forward reaction prediction with 1.9M reactions from USPTO patents (1976-2016). Task: Predict the product of the given reaction. (1) Given the reactants [CH3:1][C:2]1[CH:7]=[CH:6][CH:5]=[C:4]([NH2:8])[C:3]=1[NH:9][C:10]1[CH:15]=[CH:14][CH:13]=[CH:12][CH:11]=1.[CH2:16]([O:23][C:24]([NH:26][C@@H:27]([CH3:31])[C:28](O)=O)=[O:25])[C:17]1[CH:22]=[CH:21][CH:20]=[CH:19][CH:18]=1.C1C=CC2N(O)N=NC=2C=1.CN1CCOCC1.Cl.CN(C)CCCN=C=NCC, predict the reaction product. The product is: [CH2:16]([O:23][C:24](=[O:25])[NH:26][C@H:27]([C:28]1[N:9]([C:10]2[CH:15]=[CH:14][CH:13]=[CH:12][CH:11]=2)[C:3]2[C:2]([CH3:1])=[CH:7][CH:6]=[CH:5][C:4]=2[N:8]=1)[CH3:31])[C:17]1[CH:22]=[CH:21][CH:20]=[CH:19][CH:18]=1. (2) Given the reactants [C:1]([O:5][C:6]([N:8]1[CH2:13][CH:12]([CH3:14])[NH:11][CH:10]([CH3:15])[CH2:9]1)=[O:7])([CH3:4])([CH3:3])[CH3:2].C=O.Cl.[H][H].Cl.[CH2:22](O)C, predict the reaction product. The product is: [C:1]([O:5][C:6]([N:8]1[CH2:13][CH:12]([CH3:14])[N:11]([CH3:22])[CH:10]([CH3:15])[CH2:9]1)=[O:7])([CH3:4])([CH3:2])[CH3:3]. (3) Given the reactants FC(F)(F)C(O)=O.C([O:12][C:13](=[O:46])[CH2:14][C:15]1[CH:20]=[CH:19][C:18]([N:21](C(OC(C)(C)C)=O)[C:22]2[C:23]3[CH2:38][CH2:37][CH2:36][C:24]=3[N:25]=[C:26]([C:28]3[CH:33]=[CH:32][C:31]([F:34])=[C:30]([F:35])[CH:29]=3)[N:27]=2)=[CH:17][CH:16]=1)(C)(C)C, predict the reaction product. The product is: [F:35][C:30]1[CH:29]=[C:28]([C:26]2[N:27]=[C:22]([NH:21][C:18]3[CH:17]=[CH:16][C:15]([CH2:14][C:13]([OH:46])=[O:12])=[CH:20][CH:19]=3)[C:23]3[CH2:38][CH2:37][CH2:36][C:24]=3[N:25]=2)[CH:33]=[CH:32][C:31]=1[F:34]. (4) Given the reactants [F:1][C:2]1[CH:3]=[C:4]([CH:8]=[CH:9][N:10]=1)[C:5]([OH:7])=O.Cl.[Cl:12][C:13]1[CH:20]=[C:19]([S:21]([CH3:24])(=[O:23])=[O:22])[CH:18]=[CH:17][C:14]=1[CH2:15][NH2:16].ON1C2C=CC=CC=2N=N1.Cl.C(N=C=NCCCN(C)C)C.C(N(C(C)C)CC)(C)C, predict the reaction product. The product is: [Cl:12][C:13]1[CH:20]=[C:19]([S:21]([CH3:24])(=[O:23])=[O:22])[CH:18]=[CH:17][C:14]=1[CH2:15][NH:16][C:5](=[O:7])[C:4]1[CH:8]=[CH:9][N:10]=[C:2]([F:1])[CH:3]=1. (5) Given the reactants [Cl:1][C:2]1[CH:3]=[C:4]2[C:8](=[CH:9][CH:10]=1)[NH:7][C:6]([C:11]([NH:13][NH2:14])=[O:12])=[CH:5]2.CCN(C(C)C)C(C)C.[N:24]1([C:30](Cl)=[O:31])[CH2:29][CH2:28][O:27][CH2:26][CH2:25]1, predict the reaction product. The product is: [Cl:1][C:2]1[CH:3]=[C:4]2[C:8](=[CH:9][CH:10]=1)[NH:7][C:6]([C:11]([NH:13][NH:14][C:30]([N:24]1[CH2:29][CH2:28][O:27][CH2:26][CH2:25]1)=[O:31])=[O:12])=[CH:5]2. (6) Given the reactants [CH:1]([O:4][C:5]([C:7]1[CH:8]=[C:9]([C:21]#[C:22][Si](C)(C)C)[CH:10]=[C:11]2[C:16]=1[O:15][C:14]([CH3:18])([CH3:17])[CH2:13][C:12]2([CH3:20])[CH3:19])=[O:6])([CH3:3])[CH3:2].C(=O)([O-])[O-].[K+].[K+], predict the reaction product. The product is: [CH:1]([O:4][C:5]([C:7]1[CH:8]=[C:9]([C:21]#[CH:22])[CH:10]=[C:11]2[C:16]=1[O:15][C:14]([CH3:18])([CH3:17])[CH2:13][C:12]2([CH3:20])[CH3:19])=[O:6])([CH3:3])[CH3:2].